This data is from Full USPTO retrosynthesis dataset with 1.9M reactions from patents (1976-2016). The task is: Predict the reactants needed to synthesize the given product. (1) Given the product [C:67]([C:16]1([CH3:66])[CH2:17][CH:18]2[C:13]([CH3:12])([CH2:35][CH2:34][C:33]3([CH3:36])[C:19]2=[CH:20][C:21](=[O:22])[CH:23]2[C:32]3([CH3:37])[CH2:31][CH2:30][CH:29]3[C:24]2([CH3:65])[CH2:25][CH2:26][CH:27]([O:40][C:4](=[O:5])[C:3]2[C:2](=[CH:10][CH:9]=[CH:8][CH:7]=2)[C:1]([OH:6])=[O:11])[C:28]3([CH3:39])[CH3:38])[CH2:14][CH2:15]1)([OH:69])=[O:68], predict the reactants needed to synthesize it. The reactants are: [C:1]1(=[O:11])[O:6][C:4](=[O:5])[C:3]2=[CH:7][CH:8]=[CH:9][CH:10]=[C:2]12.[CH3:12][C@@:13]12[CH2:35][CH2:34][C@:33]3([CH3:36])[C:19](=[CH:20][C:21]([C@H:23]4[C@@:32]3([CH3:37])[CH2:31][CH2:30][C@@H:29]3[C@:24]4([CH3:65])[CH2:25][CH2:26][C@H:27]([O:40][C@H]4O[C@H](C(O)=O)[C@@H](O)[C@H](O)[C@H]4O[C@@H]4O[C@H](C(O)=O)[C@@H](O)[C@H](O)[C@H]4O)[C:28]3([CH3:39])[CH3:38])=[O:22])[C@@H:18]1[CH2:17][C@:16]([C:67]([OH:69])=[O:68])([CH3:66])[CH2:15][CH2:14]2.Cl.CC(OC)(C)C. (2) Given the product [C:1]1([S:7]([C:10]2[CH:16]=[CH:15][C:13]([NH:14][C:18]3[C:19]4[CH:27]=[C:26]([Cl:28])[N:25]=[CH:24][C:20]=4[N:21]=[CH:22][N:23]=3)=[CH:12][CH:11]=2)(=[O:8])=[O:9])[CH:6]=[CH:5][CH:4]=[CH:3][CH:2]=1, predict the reactants needed to synthesize it. The reactants are: [C:1]1([S:7]([C:10]2[CH:16]=[CH:15][C:13]([NH2:14])=[CH:12][CH:11]=2)(=[O:9])=[O:8])[CH:6]=[CH:5][CH:4]=[CH:3][CH:2]=1.Cl[C:18]1[C:19]2[CH:27]=[C:26]([Cl:28])[N:25]=[CH:24][C:20]=2[N:21]=[CH:22][N:23]=1.